This data is from Experimentally validated miRNA-target interactions with 360,000+ pairs, plus equal number of negative samples. The task is: Binary Classification. Given a miRNA mature sequence and a target amino acid sequence, predict their likelihood of interaction. (1) The miRNA is hsa-miR-198 with sequence GGUCCAGAGGGGAGAUAGGUUC. The protein sequence of the target gene is MSDLRITEAFLYMDYLCFRALCCKGPPPARPEYDLVCIGLTGSGKTSLLSELCSESPENVVSTTGFSIKAVPFQNAVLNVKELGGADNIRKYWSRYYQGSQGVIFVLDSASSEDDLETARNELHSALQHPQLCTLPFLILANHQDKPAARSVQEIKKYFELEPLARGKRWILQPCSLDDVDTLKDSFSQLINLLEEKDHEAVRM. Result: 0 (no interaction). (2) The miRNA is hsa-miR-1306-5p with sequence CCACCUCCCCUGCAAACGUCCA. The protein sequence of the target gene is MEPPGGSLGPGRGTRDKKKGRSPDELPSAGGDGGKSKKFTLKRLMADELERFTSMRIKKEKEKPNSAHRNSSASYGDDPTAQSLQDVSDEQVLVLFEQMLLDMNLNEEKQQPLREKDIIIKREMVSQYLYTSKAGMSQKESSKSAMMYIQELRSGLRDMPLLSCLESLRVSLNNNPVSWVQTFGAEGLASLLDILKRLHDEKEETAGSYDSRNKHEIIRCLKAFMNNKFGIKTMLETEEGILLLVRAMDPAVPNMMIDAAKLLSALCILPQPEDMNERVLEAMTERAEMDEVERFQPLLD.... Result: 1 (interaction). (3) The miRNA is hsa-miR-4707-3p with sequence AGCCCGCCCCAGCCGAGGUUCU. The protein sequence of the target gene is MEVVTFGDVAVHFSREEWQCLDPGQRALYREVMLENHSSVAGLAGFLVFKPELISRLEQGEEPWVLDLQGAEGTEAPRTSKTDSTIRTENEQACEDMDILKSESYGTVVRISPQDFPQNPGFGDVSDSEVWLDSHLGSPGLKVTGFTFQNNCLNEETVVPKTFTKDAPQGCKELGSSGLDCQPLESQGESAEGMSQRCEECGKGIRATSDIALHWEINTQKISRCQECQKKLSDCLQGKHTNNCHGEKPYECAECGKVFRLCSQLNQHQRIHTGEKPFKCTECGKAFRLSSKLIQHQRIH.... Result: 1 (interaction). (4) The miRNA is hsa-miR-6869-5p with sequence GUGAGUAGUGGCGCGCGGCGGC. The protein sequence of the target gene is MAEGEGYFAMSEDELACSPYIPLGGDFGGGDFGGGDFGGGDFGGGGSFGGHCLDYCESPTAHCNVLNWEQVQRLDGILSETIPIHGRGNFPTLELQPSLIVKVVRRRLAEKRIGVRDVRLNGSAASHVLHQDSGLGYKDLDLIFCADLRGEGEFQTVKDVVLDCLLDFLPEGVNKEKITPLTLKEAYVQKMVKVCNDSDRWSLISLSNNSGKNVELKFVDSLRRQFEFSVDSFQIKLDSLLLFYECSENPMTETFHPTIIGESVYGDFQEAFDHLCNKIIATRNPEEIRGGGLLKYCNLL.... Result: 1 (interaction). (5) The miRNA is hsa-miR-3916 with sequence AAGAGGAAGAAAUGGCUGGUUCUCAG. The protein sequence of the target gene is MAFVKSGWLLRQSTILKRWKKNWFDLWSDGHLIYYDDQTRQSIEDKVHMPVDCINIRTGHECRDIQPPDGKPRDCLLQIVCRDGKTISLCAESTDDCLAWKFTLQDSRTNTAYVGSAILSEETAVAASPPPYAAYATPTPEVYGYGPYSGAYPAGTQVVYAANGQAYAVPYQYPYAGVYGQQPANQVIIRERYRDNDSDLALGMLAGAATGMALGSLFWVF. Result: 0 (no interaction). (6) The miRNA is hsa-miR-25-3p with sequence CAUUGCACUUGUCUCGGUCUGA. The protein sequence of the target gene is MAQAKINAKANEGRFCRSSSMADRSSRLLESLDQLELRVEALREAATAVEQEKEILLEMIHSIQNSQDMRQISDGEREELNLTANRLMGRTLTVEVSVETIRNPQQQESLKHATRIIDEVVNKFLDDLGNAKSHLMSLYSACSSEVPHGPVDQKFQSIVIGCALEDQKKIKRRLETLLRNIENSDKAIKLLEHSKGAGSKTLQQNAESRFN. Result: 0 (no interaction). (7) The miRNA is hsa-miR-4685-3p with sequence UCUCCCUUCCUGCCCUGGCUAG. The protein sequence of the target gene is MANPKEKTPVCLVNELARFHSIQPQYKLLNESGPAHSKMFSVQLSLGEQTWESEGSSIKKAQQAVANKALTESTLPKPVQKPPKSNVNNNPGSITPTVELNGLAMKRGEPAIYRPLDPKPFPNYRANYNFRGMYNQRYHCPMPKIFYVQLTVGNNEFFGEGKTRQAARHNAAMKALQALQNEPIPEKSPQNGESGKEMDDDKDANKSEISLVFEIALKRNMPVSFEVIKESGPPHMKSFVTRVSVGEFSAEGEGNSKKLSKKRAATTVLQELKKLPPLPVVEKPKLFFKKRPKTIVKAGP.... Result: 0 (no interaction).